This data is from Forward reaction prediction with 1.9M reactions from USPTO patents (1976-2016). The task is: Predict the product of the given reaction. The product is: [CH:1]1([N:5]2[CH2:6][CH2:7][CH:8]([O:11][C:12]3[CH:17]=[CH:16][C:15]([C:18]4[N:19]([CH3:31])[C:20](=[O:30])[C:21]5[CH:27]=[CH:26][NH:25][C:24](=[O:28])[C:22]=5[N:23]=4)=[CH:14][CH:13]=3)[CH2:9][CH2:10]2)[CH2:2][CH2:3][CH2:4]1. Given the reactants [CH:1]1([N:5]2[CH2:10][CH2:9][CH:8]([O:11][C:12]3[CH:17]=[CH:16][C:15]([C:18]4[N:19]([CH3:31])[C:20](=[O:30])[C:21]5[CH:27]=[CH:26][N:25]=[C:24]([O:28]C)[C:22]=5[N:23]=4)=[CH:14][CH:13]=3)[CH2:7][CH2:6]2)[CH2:4][CH2:3][CH2:2]1.B(F)(F)F.[OH-].[Na+], predict the reaction product.